From a dataset of Forward reaction prediction with 1.9M reactions from USPTO patents (1976-2016). Predict the product of the given reaction. (1) Given the reactants [NH2:1][N:2]1[CH:11]=[CH:10][C:9]2[N:8]=[CH:7][CH:6]=[CH:5][C:4]=2[C:3]1=[NH2+:12].CC1C=C(C)C=C(C)C=1S([O-])(=O)=O.[Cl:26][CH:27]([Cl:32])[C:28](OC)=O.C([O-])([O-])=O.[K+].[K+], predict the reaction product. The product is: [Cl:26][CH:27]([Cl:32])[C:28]1[N:12]=[C:3]2[C:4]3[CH:5]=[CH:6][CH:7]=[N:8][C:9]=3[CH:10]=[CH:11][N:2]2[N:1]=1. (2) Given the reactants [Cl:1][C:2]1[CH:7]=[CH:6][C:5]([NH:8][C:9]([C@@:11]23[C:17]([CH3:19])([CH3:18])[C@@:14]([CH3:20])([CH2:15][CH2:16]2)[C:13](=[O:21])[O:12]3)=[O:10])=[C:4]([C@@:22]([OH:32])([C:27]#[C:28][CH:29]2[CH2:31][CH2:30]2)[C:23]([F:26])([F:25])[F:24])[CH:3]=1.ClCCl.C(N(CC)CC)C.Cl[C:44]([O:46][CH:47]([Cl:49])[CH3:48])=[O:45], predict the reaction product. The product is: [C:44](=[O:45])([O:46][CH:47]([Cl:49])[CH3:48])[O:32][C@:22]([C:4]1[CH:3]=[C:2]([Cl:1])[CH:7]=[CH:6][C:5]=1[NH:8][C:9]([C@@:11]12[C:17]([CH3:18])([CH3:19])[C@@:14]([CH3:20])([CH2:15][CH2:16]1)[C:13](=[O:21])[O:12]2)=[O:10])([C:27]#[C:28][CH:29]1[CH2:31][CH2:30]1)[C:23]([F:24])([F:25])[F:26]. (3) Given the reactants Br[C:2]1[N:3]=[CH:4][C:5]([NH:8][C:9](=[O:26])[CH:10]([NH:14][C:15](=[O:25])[CH2:16][C:17]2[CH:22]=[C:21]([F:23])[CH:20]=[C:19]([F:24])[CH:18]=2)[CH2:11][CH2:12][CH3:13])=[N:6][CH:7]=1.[CH3:27][O:28][CH2:29][CH:30]([NH2:33])[CH2:31][CH3:32], predict the reaction product. The product is: [CH3:27][O:28][CH2:29][CH:30]([NH:33][C:2]1[N:3]=[CH:4][C:5]([NH:8][C:9](=[O:26])[CH:10]([NH:14][C:15](=[O:25])[CH2:16][C:17]2[CH:22]=[C:21]([F:23])[CH:20]=[C:19]([F:24])[CH:18]=2)[CH2:11][CH2:12][CH3:13])=[N:6][CH:7]=1)[CH2:31][CH3:32]. (4) Given the reactants [C:1]1([C:7]2[N:12]=[CH:11][N:10]=[C:9]([C:13](OCC)=[O:14])[CH:8]=2)[CH:6]=[CH:5][CH:4]=[CH:3][CH:2]=1.CO, predict the reaction product. The product is: [C:1]1([C:7]2[N:12]=[CH:11][N:10]=[C:9]([CH2:13][OH:14])[CH:8]=2)[CH:2]=[CH:3][CH:4]=[CH:5][CH:6]=1. (5) Given the reactants [C:1]([C:3]1[CH:4]=[C:5]([NH2:9])[CH:6]=[CH:7][CH:8]=1)#[CH:2].[C:10]([O:14][C:15](O[C:15]([O:14][C:10]([CH3:13])([CH3:12])[CH3:11])=[O:16])=[O:16])([CH3:13])([CH3:12])[CH3:11].CN(C)CCCN, predict the reaction product. The product is: [C:10]([O:14][C:15](=[O:16])[NH:9][C:5]1[CH:6]=[CH:7][CH:8]=[C:3]([C:1]#[CH:2])[CH:4]=1)([CH3:13])([CH3:12])[CH3:11]. (6) Given the reactants CCN([CH:7]([CH3:9])[CH3:8])C(C)C.N(C(OCC1[C:25]2[C:20](=[CH:21][CH:22]=[CH:23][CH:24]=2)[C:25]2[C:20]1=[CH:21][CH:22]=[CH:23][CH:24]=2)=O)CC(O)=O.[CH2:32]1[CH2:36]N([P+](ON2N=NC3C=CC=CC2=3)(N2[CH2:34][CH2:33][CH2:32][CH2:36]2)N2[CH2:34][CH2:33][CH2:32][CH2:36]2)[CH2:34][CH2:33]1.F[P-](F)(F)(F)(F)F.C[C@@H](O)[C@H](N)C(N[C@H](C(N1[C@H](C(N2[C@H](C(N[C@H]([C:102]([OH:104])=[O:103])CCCN=C(N)N)=O)CCC2)=O)CCC1)=O)CCCCN)=O.[N+3:107].S([NH-])(=O)(=O)N.S([NH-])(=O)(=O)N.S([NH-])(=O)(=O)N.I[CH2:124]C#N.C(O)(C(F)(F)F)=O.C1(O)C=CC=CC=1.C([SiH](C(C)C)C(C)C)(C)C, predict the reaction product. The product is: [C:102]([NH2:107])([O:104][CH2:124][CH:9]1[C:7]2[C:8](=[CH:34][CH:33]=[CH:32][CH:36]=2)[C:20]2[C:25]1=[CH:24][CH:23]=[CH:22][CH:21]=2)=[O:103]. (7) Given the reactants CC1C=CC(S(O[CH2:12][C@H:13]2[CH2:17][CH2:16][CH2:15][O:14]2)(=O)=O)=CC=1.BrCC1OC(C(F)(F)F)=CC=1.[F:29][C:30]1[C:35]([C:36]#[N:37])=[CH:34][C:33]2[C:38]3([CH2:48][O:49][C:32]=2[CH:31]=1)[C:46]1[C:41](=[CH:42][CH:43]=[CH:44][CH:45]=1)[NH:40][C:39]3=[O:47].CC1C2C=C3C4(C5C(=CC=CC=5)NC4=O)COC3=CC=2ON=1, predict the reaction product. The product is: [F:29][C:30]1[C:35]([C:36]#[N:37])=[CH:34][C:33]2[C:38]3([CH2:48][O:49][C:32]=2[CH:31]=1)[C:46]1[C:41](=[CH:42][CH:43]=[CH:44][CH:45]=1)[N:40]([CH2:12][C@H:13]1[CH2:17][CH2:16][CH2:15][O:14]1)[C:39]3=[O:47]. (8) Given the reactants [F:1][C:2]1[CH:7]=[CH:6][C:5]([C@@H:8]([NH2:10])[CH3:9])=[CH:4][CH:3]=1.[Cl:11][C:12]1[N:17]=[C:16](Cl)[N:15]=[C:14]([NH:19][C:20]2[N:21]=[CH:22][N:23]([CH3:25])[CH:24]=2)[N:13]=1, predict the reaction product. The product is: [Cl:11][C:12]1[N:17]=[C:16]([NH:10][C@H:8]([C:5]2[CH:6]=[CH:7][C:2]([F:1])=[CH:3][CH:4]=2)[CH3:9])[N:15]=[C:14]([NH:19][C:20]2[N:21]=[CH:22][N:23]([CH3:25])[CH:24]=2)[N:13]=1. (9) Given the reactants F[C@H:2]1[CH2:6][CH2:5][N:4]([C:7]2[C:12]([CH2:13][O:14][C:15]3[C:24]4[C:23](=[O:25])OC(C)(C)[O:20][C:19]=4[CH:18]=[CH:17][CH:16]=3)=[CH:11][CH:10]=[CH:9][N:8]=2)[CH2:3]1.CC(C[AlH]CC(C)C)C.CO.[C:39]([CH:42](C(C([O-])=O)O)O)([O-])=[O:40].[Na+].[K+], predict the reaction product. The product is: [CH:6]12[O:40][CH:39]([CH2:3][CH2:2]1)[CH2:42][N:4]([C:7]1[C:12]([CH2:13][O:14][C:15]3[CH:16]=[CH:17][CH:18]=[C:19]([OH:20])[C:24]=3[CH:23]=[O:25])=[CH:11][CH:10]=[CH:9][N:8]=1)[CH2:5]2.